This data is from Reaction yield outcomes from USPTO patents with 853,638 reactions. The task is: Predict the reaction yield, written as a fraction of the theoretical maximum amount of product (1.0 means a 100% yield; for example, 0.34 means a 34% yield). The reactants are [CH3:1][CH2:2][C:3]([C:5]1[CH:10]=[CH:9]C(C#N)=[CH:7][CH:6]=1)=[O:4].[OH-:13].[Na+].[O:15]1[CH2:20][CH2:19]OCC1. The catalyst is O. The product is [C:3]([C:5]1[CH:10]=[CH:9][C:19]([C:20]([OH:15])=[O:13])=[CH:7][CH:6]=1)(=[O:4])[CH2:2][CH3:1]. The yield is 0.980.